From a dataset of NCI-60 drug combinations with 297,098 pairs across 59 cell lines. Regression. Given two drug SMILES strings and cell line genomic features, predict the synergy score measuring deviation from expected non-interaction effect. (1) Drug 1: CC1=C(C=C(C=C1)C(=O)NC2=CC(=CC(=C2)C(F)(F)F)N3C=C(N=C3)C)NC4=NC=CC(=N4)C5=CN=CC=C5. Drug 2: C(CCl)NC(=O)N(CCCl)N=O. Cell line: SW-620. Synergy scores: CSS=-0.503, Synergy_ZIP=-1.60, Synergy_Bliss=-1.05, Synergy_Loewe=-5.51, Synergy_HSA=-5.41. (2) Drug 1: CC(C)CN1C=NC2=C1C3=CC=CC=C3N=C2N. Drug 2: CC1C(C(CC(O1)OC2CC(CC3=C2C(=C4C(=C3O)C(=O)C5=CC=CC=C5C4=O)O)(C(=O)C)O)N)O. Cell line: NCIH23. Synergy scores: CSS=44.4, Synergy_ZIP=3.04, Synergy_Bliss=3.03, Synergy_Loewe=-6.17, Synergy_HSA=4.49. (3) Drug 1: CC12CCC(CC1=CCC3C2CCC4(C3CC=C4C5=CN=CC=C5)C)O. Drug 2: COC1=C2C(=CC3=C1OC=C3)C=CC(=O)O2. Cell line: OVCAR-4. Synergy scores: CSS=5.92, Synergy_ZIP=-3.33, Synergy_Bliss=-2.79, Synergy_Loewe=-5.52, Synergy_HSA=-2.17. (4) Cell line: SR. Synergy scores: CSS=97.2, Synergy_ZIP=10.3, Synergy_Bliss=10.1, Synergy_Loewe=10.2, Synergy_HSA=13.2. Drug 1: CC(CN1CC(=O)NC(=O)C1)N2CC(=O)NC(=O)C2. Drug 2: CC1OCC2C(O1)C(C(C(O2)OC3C4COC(=O)C4C(C5=CC6=C(C=C35)OCO6)C7=CC(=C(C(=C7)OC)O)OC)O)O. (5) Drug 1: C1CC(C1)(C(=O)O)C(=O)O.[NH2-].[NH2-].[Pt+2]. Drug 2: CN(C(=O)NC(C=O)C(C(C(CO)O)O)O)N=O. Cell line: UO-31. Synergy scores: CSS=-3.60, Synergy_ZIP=1.86, Synergy_Bliss=0.394, Synergy_Loewe=-1.89, Synergy_HSA=-2.81. (6) Drug 1: C1=CC(=C2C(=C1NCCNCCO)C(=O)C3=C(C=CC(=C3C2=O)O)O)NCCNCCO. Drug 2: C1C(C(OC1N2C=NC3=C(N=C(N=C32)Cl)N)CO)O. Cell line: K-562. Synergy scores: CSS=47.7, Synergy_ZIP=-1.94, Synergy_Bliss=0.720, Synergy_Loewe=-3.69, Synergy_HSA=2.93. (7) Drug 1: CC1CCC2CC(C(=CC=CC=CC(CC(C(=O)C(C(C(=CC(C(=O)CC(OC(=O)C3CCCCN3C(=O)C(=O)C1(O2)O)C(C)CC4CCC(C(C4)OC)OCCO)C)C)O)OC)C)C)C)OC. Drug 2: CC1=C(C(=O)C2=C(C1=O)N3CC4C(C3(C2COC(=O)N)OC)N4)N. Cell line: OVCAR-4. Synergy scores: CSS=6.03, Synergy_ZIP=-4.77, Synergy_Bliss=-1.72, Synergy_Loewe=-7.08, Synergy_HSA=-4.81.